From a dataset of Forward reaction prediction with 1.9M reactions from USPTO patents (1976-2016). Predict the product of the given reaction. Given the reactants [CH:1]([C:3]1[CH:4]=[CH:5][C:6]2[C:7]([N:12]=1)=[N:8][CH:9]=[CH:10][N:11]=2)=C.O=O.[O:15]=[O+][O-], predict the reaction product. The product is: [N:11]1[CH:10]=[CH:9][N:8]=[C:7]2[N:12]=[C:3]([CH:1]=[O:15])[CH:4]=[CH:5][C:6]=12.